Dataset: Forward reaction prediction with 1.9M reactions from USPTO patents (1976-2016). Task: Predict the product of the given reaction. Given the reactants Br[C:2]1[N:7]=[N:6][C:5]([NH2:8])=[N:4][C:3]=1[C:9]1[CH:14]=[CH:13][CH:12]=[CH:11][CH:10]=1.[F:15][C:16]1[CH:17]=[C:18]([OH:23])[CH:19]=[C:20]([F:22])[CH:21]=1, predict the reaction product. The product is: [F:15][C:16]1[CH:17]=[C:18]([CH:19]=[C:20]([F:22])[CH:21]=1)[O:23][C:2]1[N:7]=[N:6][C:5]([NH2:8])=[N:4][C:3]=1[C:9]1[CH:14]=[CH:13][CH:12]=[CH:11][CH:10]=1.